Predict the reactants needed to synthesize the given product. From a dataset of Full USPTO retrosynthesis dataset with 1.9M reactions from patents (1976-2016). (1) The reactants are: [NH:1]1[CH2:6][CH2:5][O:4][CH2:3][CH2:2]1.[CH:7]([Si:10]([CH:19]([CH3:21])[CH3:20])([CH:16]([CH3:18])[CH3:17])[N:11]1[CH:15]=[CH:14][CH:13]=[CH:12]1)([CH3:9])[CH3:8].[CH2:22]=O.[OH-].[Na+]. Given the product [CH:19]([Si:10]([CH:7]([CH3:9])[CH3:8])([CH:16]([CH3:18])[CH3:17])[N:11]1[CH:15]=[CH:14][C:13]([CH2:22][N:1]2[CH2:6][CH2:5][O:4][CH2:3][CH2:2]2)=[CH:12]1)([CH3:21])[CH3:20], predict the reactants needed to synthesize it. (2) Given the product [CH3:11][C:7]1[C:6]2[O:12][CH2:2][C:3](=[O:4])[C:5]=2[CH:10]=[CH:9][CH:8]=1, predict the reactants needed to synthesize it. The reactants are: Cl[CH2:2][C:3]([C:5]1[CH:10]=[CH:9][CH:8]=[C:7]([CH3:11])[C:6]=1[OH:12])=[O:4].C(=O)([O-])[O-].[K+].[K+]. (3) Given the product [I:2][C:3]1[CH:15]=[CH:14][C:6]([O:7][CH:8]2[CH2:9][CH2:10][N:11]([CH:35]3[CH2:31][O:32][CH2:33]3)[CH2:12][CH2:13]2)=[CH:5][CH:4]=1, predict the reactants needed to synthesize it. The reactants are: Cl.[I:2][C:3]1[CH:15]=[CH:14][C:6]([O:7][CH:8]2[CH2:13][CH2:12][NH:11][CH2:10][CH2:9]2)=[CH:5][CH:4]=1.[BH-](OC(C)=O)(OC(C)=O)OC(C)=O.[Na+].C[CH2:31][O:32][C:33]([CH3:35])=O. (4) The reactants are: [Cl:1][C:2]1[N:3]=[C:4]([N:14]2[CH2:19][CH2:18][O:17][CH2:16][CH2:15]2)[C:5]2[S:10][C:9]([CH:11]=O)=[C:8]([CH3:13])[C:6]=2[N:7]=1.C(O)(=O)C(O)=O.[OH:26][C@@H:27]([CH3:36])[C:28]([N:30]1[CH2:35][CH2:34][NH:33][CH2:32][CH2:31]1)=[O:29].C([O-])(=O)C.[Na+].C(O)(=O)C.C(O[BH-](OC(=O)C)OC(=O)C)(=O)C.[Na+]. Given the product [Cl:1][C:2]1[N:3]=[C:4]([N:14]2[CH2:19][CH2:18][O:17][CH2:16][CH2:15]2)[C:5]2[S:10][C:9]([CH2:11][N:33]3[CH2:32][CH2:31][N:30]([C:28](=[O:29])[C@@H:27]([OH:26])[CH3:36])[CH2:35][CH2:34]3)=[C:8]([CH3:13])[C:6]=2[N:7]=1, predict the reactants needed to synthesize it. (5) The reactants are: FC1C=CC(C2CCOCC=2C(OC)=O)=CC=1.[F:18][C:19]1[CH:24]=[CH:23][C:22]([C:25]2[CH2:26][N:27]([C:36]([O:38][C:39]([CH3:42])([CH3:41])[CH3:40])=[O:37])[CH2:28][CH2:29][C:30]=2[C:31]([O:33][CH2:34][CH3:35])=[O:32])=[CH:21][CH:20]=1. Given the product [F:18][C:19]1[CH:20]=[CH:21][C:22]([C@H:25]2[C@@H:30]([C:31]([O:33][CH2:34][CH3:35])=[O:32])[CH2:29][CH2:28][N:27]([C:36]([O:38][C:39]([CH3:40])([CH3:42])[CH3:41])=[O:37])[CH2:26]2)=[CH:23][CH:24]=1, predict the reactants needed to synthesize it. (6) Given the product [Cl:34][C:28]1[CH:29]=[C:30]([N+:31]([O-:33])=[O:32])[C:25]([NH:8][C@@H:5]2[CH2:6][CH2:7][S:3](=[O:9])(=[O:2])[CH2:4]2)=[C:26]([F:35])[CH:27]=1, predict the reactants needed to synthesize it. The reactants are: Cl.[O:2]=[S:3]1(=[O:9])[CH2:7][CH2:6][C@@H:5]([NH2:8])[CH2:4]1.CCN(C(C)C)C(C)C.FC(F)(F)S(O[C:25]1[C:30]([N+:31]([O-:33])=[O:32])=[CH:29][C:28]([Cl:34])=[CH:27][C:26]=1[F:35])(=O)=O. (7) Given the product [Cl:1][C:2]1[CH:3]=[CH:4][C:5]([C:8](=[CH2:12])[C:9](=[O:11])[CH3:10])=[CH:6][CH:7]=1, predict the reactants needed to synthesize it. The reactants are: [Cl:1][C:2]1[CH:7]=[CH:6][C:5]([CH2:8][C:9](=[O:11])[CH3:10])=[CH:4][CH:3]=1.[CH3:12][N+](C)=C.[I-].